Dataset: Peptide-MHC class I binding affinity with 185,985 pairs from IEDB/IMGT. Task: Regression. Given a peptide amino acid sequence and an MHC pseudo amino acid sequence, predict their binding affinity value. This is MHC class I binding data. (1) The peptide sequence is FVNYNFTLV. The MHC is Mamu-A11 with pseudo-sequence Mamu-A11. The binding affinity (normalized) is 0. (2) The peptide sequence is ALSMADIFI. The MHC is HLA-A11:01 with pseudo-sequence HLA-A11:01. The binding affinity (normalized) is 0.0847. (3) The peptide sequence is TRFWYINHTK. The MHC is HLA-A31:01 with pseudo-sequence HLA-A31:01. The binding affinity (normalized) is 0.585. (4) The peptide sequence is PQFSLWRR. The MHC is HLA-B27:05 with pseudo-sequence HLA-B27:05. The binding affinity (normalized) is 0.128. (5) The peptide sequence is TVFFTASL. The MHC is H-2-Kb with pseudo-sequence H-2-Kb. The binding affinity (normalized) is 0.478. (6) The peptide sequence is SLMSRVVYK. The MHC is HLA-B15:17 with pseudo-sequence HLA-B15:17. The binding affinity (normalized) is 0.0847. (7) The peptide sequence is EPVDPRLEPW. The MHC is HLA-B51:01 with pseudo-sequence HLA-B51:01. The binding affinity (normalized) is 0.130.